From a dataset of Reaction yield outcomes from USPTO patents with 853,638 reactions. Predict the reaction yield, written as a fraction of the theoretical maximum amount of product (1.0 means a 100% yield; for example, 0.34 means a 34% yield). (1) The reactants are [Br:1][C:2]1[CH:3]=[CH:4][C:5]([C:9]#[N:10])=[N:6][C:7]=1[CH3:8].O.[NH2:12][NH2:13]. The catalyst is C(O)C. The product is [Br:1][C:2]1[CH:3]=[CH:4][C:5]([C:9](=[N:12][NH2:13])[NH2:10])=[N:6][C:7]=1[CH3:8]. The yield is 0.930. (2) The reactants are [CH2:1]([S:8][C:9]1[CH:10]=[C:11]([NH:15][C:16]#[N:17])[CH:12]=[CH:13][CH:14]=1)[C:2]1[CH:7]=[CH:6][CH:5]=[CH:4][CH:3]=1.[CH:18](N(C(C)C)CC)(C)C.CI. The catalyst is C(#N)C. The product is [CH2:1]([S:8][C:9]1[CH:10]=[C:11]([N:15]([CH3:18])[C:16]#[N:17])[CH:12]=[CH:13][CH:14]=1)[C:2]1[CH:3]=[CH:4][CH:5]=[CH:6][CH:7]=1. The yield is 0.800. (3) The yield is 0.270. The catalyst is O1CCCC1.[Cl-].[Na+].O. The reactants are [Cl:1][C:2]1[CH:3]=[CH:4][C:5]([O:28][CH2:29][CH:30]([CH3:32])[CH3:31])=[C:6]([CH2:8][N:9]2[C:13]([CH3:14])=[CH:12][C:11]([C:15]([NH:17][C:18]3[CH:23]=[CH:22][C:21]([CH:24]=O)=[C:20]([O:26][CH3:27])[CH:19]=3)=[O:16])=[N:10]2)[CH:7]=1.[CH2:33]([NH2:35])[CH3:34].C(O[BH-](OC(=O)C)OC(=O)C)(=O)C.[Na+].C(OCC)(=O)C. The product is [ClH:1].[Cl:1][C:2]1[CH:3]=[CH:4][C:5]([O:28][CH2:29][CH:30]([CH3:31])[CH3:32])=[C:6]([CH2:8][N:9]2[C:13]([CH3:14])=[CH:12][C:11]([C:15]([NH:17][C:18]3[CH:23]=[CH:22][C:21]([CH2:24][NH:35][CH2:33][CH3:34])=[C:20]([O:26][CH3:27])[CH:19]=3)=[O:16])=[N:10]2)[CH:7]=1. (4) The reactants are [N:1]1[C:9]([S:10]CC2OC(=O)C3C(C=2C2C=CC=CC=2)=CC=CC=3)=[C:8]2[C:4]([NH:5][CH:6]=[N:7]2)=[N:3][CH:2]=1.Br[CH:30]([C:32]1[O:33][C:34](=[O:49])[C:35]2[C:40]([C:41]=1[C:42]1[CH:43]=[C:44]([CH3:48])[CH:45]=[CH:46][CH:47]=1)=[CH:39][CH:38]=[CH:37][CH:36]=2)[CH3:31].O.N1C(S)=C2C(NC=N2)=NC=1.C([O-])([O-])=O.[K+].[K+]. No catalyst specified. The product is [N:1]1[C:9]([S:10][CH:30]([C:32]2[O:33][C:34](=[O:49])[C:35]3[C:40]([C:41]=2[C:42]2[CH:43]=[C:44]([CH3:48])[CH:45]=[CH:46][CH:47]=2)=[CH:39][CH:38]=[CH:37][CH:36]=3)[CH3:31])=[C:8]2[C:4]([NH:5][CH:6]=[N:7]2)=[N:3][CH:2]=1. The yield is 0.870. (5) The catalyst is C(#N)C.C(O)(C)(C)C.O. The yield is 0.360. The reactants are [Cl:1][C:2]1[CH:10]=[C:9]2[C:5]([C:6]([CH:11]=[O:12])=[CH:7][NH:8]2)=[CH:4][C:3]=1[C:13]1[CH:18]=[CH:17][C:16]([CH:19]2[CH2:23][CH2:22][N:21]([C:24]([O:26][C:27]([CH3:30])([CH3:29])[CH3:28])=[O:25])[CH2:20]2)=[CH:15][CH:14]=1.CC(=CC)C.Cl([O-])=[O:37].[Na+].O.O.OP([O-])(O)=O.[Na+]. The product is [C:27]([O:26][C:24]([N:21]1[CH2:22][CH2:23][CH:19]([C:16]2[CH:17]=[CH:18][C:13]([C:3]3[CH:4]=[C:5]4[C:9](=[CH:10][C:2]=3[Cl:1])[NH:8][CH:7]=[C:6]4[C:11]([OH:37])=[O:12])=[CH:14][CH:15]=2)[CH2:20]1)=[O:25])([CH3:30])([CH3:29])[CH3:28]. (6) The reactants are [F:1][CH:2]([F:20])[CH:3]1[C:12]2[C:7](=[CH:8][CH:9]=[CH:10][CH:11]=2)[N:6]([CH:13]([CH3:19])[C:14]([O:16]CC)=[O:15])[CH2:5][CH2:4]1.[OH-].[Na+].C(=O)(O)[O-].[Na+]. The catalyst is CO. The product is [F:20][CH:2]([F:1])[CH:3]1[C:12]2[C:7](=[CH:8][CH:9]=[CH:10][CH:11]=2)[N:6]([CH:13]([CH3:19])[C:14]([OH:16])=[O:15])[CH2:5][CH2:4]1. The yield is 0.550.